This data is from Catalyst prediction with 721,799 reactions and 888 catalyst types from USPTO. The task is: Predict which catalyst facilitates the given reaction. Reactant: S(C1C=CC(C)=CC=1)(O)(=O)=O.[Br:12][C:13]1[CH:22]=[C:21]2[C:16]([C:17](=[O:35])[N:18]([C:28]3[CH:33]=[CH:32][C:31]([Cl:34])=[CH:30][CH:29]=3)[C:19]3([CH2:27][CH2:26][NH:25][CH2:24][CH2:23]3)[NH:20]2)=[CH:15][CH:14]=1.C(=O)([O-])[O-].[Cs+].[Cs+].Br[CH:43]([C:45]1[CH:50]=[CH:49][CH:48]=[CH:47][CH:46]=1)[CH3:44].C([O-])(O)=O.[Na+]. Product: [Br:12][C:13]1[CH:22]=[C:21]2[C:16]([C:17](=[O:35])[N:18]([C:28]3[CH:33]=[CH:32][C:31]([Cl:34])=[CH:30][CH:29]=3)[C:19]3([CH2:27][CH2:26][N:25]([CH:43]([C:45]4[CH:50]=[CH:49][CH:48]=[CH:47][CH:46]=4)[CH3:44])[CH2:24][CH2:23]3)[NH:20]2)=[CH:15][CH:14]=1. The catalyst class is: 545.